This data is from Forward reaction prediction with 1.9M reactions from USPTO patents (1976-2016). The task is: Predict the product of the given reaction. (1) Given the reactants [OH:1][C:2]1[C:11]2[C:6](=[N:7][CH:8]=[CH:9][CH:10]=2)[N:5]([CH2:12][CH2:13][CH:14]([CH3:16])[CH3:15])[C:4](=[O:17])[C:3]=1[C:18]1[NH:23][C:22]2[CH:24]=[CH:25][C:26]([NH:28][S:29]([NH:32][C:33](=[O:38])[O:34][CH2:35][CH2:36]Cl)(=[O:31])=[O:30])=[CH:27][C:21]=2[S:20](=[O:40])(=[O:39])[N:19]=1.C(N(CC)CC)C.Cl, predict the reaction product. The product is: [OH:1][C:2]1[C:11]2[C:6](=[N:7][CH:8]=[CH:9][CH:10]=2)[N:5]([CH2:12][CH2:13][CH:14]([CH3:16])[CH3:15])[C:4](=[O:17])[C:3]=1[C:18]1[NH:23][C:22]2[CH:24]=[CH:25][C:26]([NH:28][S:29]([N:32]3[CH2:36][CH2:35][O:34][C:33]3=[O:38])(=[O:31])=[O:30])=[CH:27][C:21]=2[S:20](=[O:40])(=[O:39])[N:19]=1. (2) Given the reactants CC(C)(O[C:5]([N:7]1[CH2:12][CH2:11][N:10]([CH2:13][C@@H:14]([OH:43])[C@@H:15]([NH:23][C:24](=[O:42])[C@@H:25]([NH:29][C:30](=[O:41])[CH2:31][CH2:32][C:33]2[N:34]=[C:35]([CH:38]([CH3:40])[CH3:39])[S:36][CH:37]=2)[CH:26]([CH3:28])[CH3:27])[CH2:16][C:17]2[CH:22]=[CH:21][CH:20]=[CH:19][CH:18]=2)[CH:9]([C:44]([NH:46][C:47]([CH3:50])([CH3:49])[CH3:48])=[O:45])[CH2:8]1)=O)C.[C:52](=[O:55])([O-:54])N, predict the reaction product. The product is: [O:54]1[C:18]2[CH:19]=[CH:20][C:21]([CH2:5][N:7]3[CH2:12][CH2:11][N:10]([CH2:13][C@@H:14]([OH:43])[C@@H:15]([NH:23][C:24](=[O:42])[C@@H:25]([NH:29][C:30](=[O:41])[CH2:31][CH2:32][C:33]4[N:34]=[C:35]([CH:38]([CH3:39])[CH3:40])[S:36][CH:37]=4)[CH:26]([CH3:27])[CH3:28])[CH2:16][C:17]4[CH:22]=[CH:21][CH:20]=[CH:19][CH:18]=4)[CH:9]([C:44]([NH:46][C:47]([CH3:48])([CH3:50])[CH3:49])=[O:45])[CH2:8]3)=[CH:22][C:17]=2[O:55][CH2:52]1. (3) Given the reactants [OH:1][B:2]1[C:6]2[CH:7]=[C:8]([NH:11][S:12]([C:15]3[N:20]=[CH:19][C:18]([NH:21]C(=O)OCC4C=CC=CC=4)=[CH:17][C:16]=3[NH:32][C:33]3[CH:38]=[CH:37][C:36]([N+:39]([O-])=O)=[CH:35][N:34]=3)(=[O:14])=[O:13])[CH:9]=[CH:10][C:5]=2[CH2:4][O:3]1, predict the reaction product. The product is: [NH2:21][C:18]1[CH:17]=[C:16]([NH:32][C:33]2[CH:38]=[CH:37][C:36]([NH2:39])=[CH:35][N:34]=2)[C:15]([S:12]([NH:11][C:8]2[CH:9]=[CH:10][C:5]3[CH2:4][O:3][B:2]([OH:1])[C:6]=3[CH:7]=2)(=[O:14])=[O:13])=[N:20][CH:19]=1. (4) Given the reactants [NH:1]1[CH2:6][CH2:5][C:4](=[O:7])[CH2:3][CH2:2]1, predict the reaction product. The product is: [CH2:2]([N:1]1[CH2:6][CH2:5][C:4](=[O:7])[CH2:3][CH2:2]1)[CH2:3][CH2:4][CH3:5].